Dataset: Forward reaction prediction with 1.9M reactions from USPTO patents (1976-2016). Task: Predict the product of the given reaction. (1) Given the reactants [F:1][C:2]1[C:10]([F:11])=[CH:9][C:5]([C:6]([OH:8])=O)=[C:4]([NH:12][CH2:13][CH2:14][C:15]([F:18])([F:17])[F:16])[CH:3]=1.CCN=C=NCCCN(C)C.C1C=CC2N(O)N=NC=2C=1.CCN(C(C)C)C(C)C.[CH3:49][C:50]([NH2:54])([C:52]#[CH:53])[CH3:51], predict the reaction product. The product is: [F:1][C:2]1[C:10]([F:11])=[CH:9][C:5]([C:6]([NH:54][C:50]([CH3:51])([C:52]#[CH:53])[CH3:49])=[O:8])=[C:4]([NH:12][CH2:13][CH2:14][C:15]([F:18])([F:17])[F:16])[CH:3]=1. (2) Given the reactants C(O[C:6](=[O:19])[NH:7][C@H:8]([CH2:17][OH:18])[CH2:9][C:10]1[CH:15]=[CH:14][C:13]([OH:16])=[CH:12][CH:11]=1)(C)(C)C.[Br:20][C:21]1[CH:26]=[CH:25][CH:24]=[C:23](Br)[N:22]=1.C(=O)([O-])[O-].[K+].[K+].C(OCC)(=O)C, predict the reaction product. The product is: [Br:20][C:21]1[N:22]=[C:23]([O:16][C:13]2[CH:12]=[CH:11][C:10]([CH2:9][C@H:8]3[CH2:17][O:18][C:6](=[O:19])[NH:7]3)=[CH:15][CH:14]=2)[CH:24]=[CH:25][CH:26]=1. (3) Given the reactants [C:1]([O:7][CH2:8][CH3:9])(=[O:6])[CH2:2][C:3]([CH3:5])=O.[Cl:10][C:11]1[CH:18]=[CH:17][C:14]([CH:15]=O)=[CH:13][CH:12]=1.[NH4+:19].[OH-:20], predict the reaction product. The product is: [Cl:10][C:11]1[CH:18]=[CH:17][C:14]([CH:15]2[C:2]([C:1]([O:7][CH2:8][CH3:9])=[O:6])=[C:3]([CH3:5])[NH:19][C:3]([CH3:5])=[C:2]2[C:1]([O:7][CH2:8][CH3:9])=[O:20])=[CH:13][CH:12]=1.